Dataset: Reaction yield outcomes from USPTO patents with 853,638 reactions. Task: Predict the reaction yield, written as a fraction of the theoretical maximum amount of product (1.0 means a 100% yield; for example, 0.34 means a 34% yield). The reactants are Cl.[Br:2][C:3]1[CH:8]=[CH:7][C:6]([CH2:9][NH2:10])=[CH:5][CH:4]=1.C[O-].[Na+].[CH2:14]([O:16][CH:17]([O:22][CH2:23][CH3:24])[C:18](=[NH:21])OC)[CH3:15]. The catalyst is CO. The product is [Br:2][C:3]1[CH:8]=[CH:7][C:6]([CH2:9][NH:10][C:18](=[NH:21])[CH:17]([O:22][CH2:23][CH3:24])[O:16][CH2:14][CH3:15])=[CH:5][CH:4]=1. The yield is 0.620.